From a dataset of Catalyst prediction with 721,799 reactions and 888 catalyst types from USPTO. Predict which catalyst facilitates the given reaction. (1) Reactant: Br[CH2:2][C:3]1[CH:4]=[C:5]([C:9]2[CH:13]=[C:12]([CH2:14][CH:15]([CH3:17])[CH3:16])[S:11][C:10]=2[S:18]([NH:21][C:22]([CH3:25])([CH3:24])[CH3:23])(=[O:20])=[O:19])[CH:6]=[CH:7][CH:8]=1.[CH2:26]([C:30]1[NH:31][CH:32]=[CH:33][N:34]=1)[CH2:27][CH2:28][CH3:29]. Product: [CH2:26]([C:30]1[N:31]([CH2:2][C:3]2[CH:4]=[C:5]([C:9]3[CH:13]=[C:12]([CH2:14][CH:15]([CH3:17])[CH3:16])[S:11][C:10]=3[S:18]([NH:21][C:22]([CH3:25])([CH3:24])[CH3:23])(=[O:20])=[O:19])[CH:6]=[CH:7][CH:8]=2)[CH:32]=[CH:33][N:34]=1)[CH2:27][CH2:28][CH3:29]. The catalyst class is: 12. (2) Reactant: [NH2:1][CH:2]([CH:6]([N:13]([CH2:16][C:17]1[CH:22]=[CH:21][CH:20]=[CH:19][CH:18]=1)[CH:14]=[O:15])[C:7]1[CH:12]=[CH:11][CH:10]=[CH:9][CH:8]=1)[C:3]([OH:5])=[O:4].S(Cl)(Cl)=O.[CH3:27]O. Product: [NH2:1][CH:2]([CH:6]([N:13]([CH2:16][C:17]1[CH:18]=[CH:19][CH:20]=[CH:21][CH:22]=1)[CH:14]=[O:15])[C:7]1[CH:12]=[CH:11][CH:10]=[CH:9][CH:8]=1)[C:3]([O:5][CH3:27])=[O:4]. The catalyst class is: 3. (3) The catalyst class is: 4. Product: [CH3:12][N:13]1[CH2:19][CH2:18][CH2:17][N:16]([C:2]2[N:7]=[CH:6][C:5]([C:8]([O:10][CH3:11])=[O:9])=[CH:4][N:3]=2)[CH2:15][CH2:14]1. Reactant: Cl[C:2]1[N:7]=[CH:6][C:5]([C:8]([O:10][CH3:11])=[O:9])=[CH:4][N:3]=1.[CH3:12][N:13]1[CH2:19][CH2:18][CH2:17][NH:16][CH2:15][CH2:14]1.C(N(C(C)C)C(C)C)C. (4) Product: [OH:9][CH2:10][C:12]1[C:21]2[C:16](=[CH:17][C:18]([C:22]3[CH:27]=[CH:26][C:25]([O:28][CH2:29][CH2:30][CH:31]([CH3:38])[CH2:32][CH2:33][CH2:34][CH:35]([CH3:37])[CH3:36])=[CH:24][CH:23]=3)=[CH:19][CH:20]=2)[C:15]([CH2:39][OH:40])=[CH:14][CH:13]=1. Reactant: [H-].[H-].[H-].[H-].[Li+].[Al+3].C([O:9][C:10]([C:12]1[C:21]2[C:16](=[CH:17][C:18]([C:22]3[CH:27]=[CH:26][C:25]([O:28][CH2:29][CH2:30][CH:31]([CH3:38])[CH2:32][CH2:33][CH2:34][CH:35]([CH3:37])[CH3:36])=[CH:24][CH:23]=3)=[CH:19][CH:20]=2)[C:15]([C:39](OCC)=[O:40])=[CH:14][CH:13]=1)=O)C. The catalyst class is: 1. (5) Reactant: [Cl:1][C:2]1[CH:7]=[C:6]([NH2:8])[C:5]([C:9]([F:12])([F:11])[F:10])=[CH:4][N:3]=1.[H-].[Na+].S(O[CH2:26][C@@H:27]1[O:32][CH2:31][CH2:30][N:29]([C:33]([O:35][C:36]([CH3:39])([CH3:38])[CH3:37])=[O:34])[CH2:28]1)(C1C=CC(C)=CC=1)(=O)=O.C(=O)([O-])O.[Na+]. Product: [Cl:1][C:2]1[CH:7]=[C:6]([NH:8][CH2:26][C@@H:27]2[O:32][CH2:31][CH2:30][N:29]([C:33]([O:35][C:36]([CH3:37])([CH3:39])[CH3:38])=[O:34])[CH2:28]2)[C:5]([C:9]([F:10])([F:11])[F:12])=[CH:4][N:3]=1. The catalyst class is: 35. (6) The catalyst class is: 55. Reactant: [CH:1]1([N:7]2[C:11](=[O:12])[CH:10]=[C:9]([CH3:13])[N:8]2[CH3:14])[CH2:6][CH2:5][CH2:4][CH2:3][CH2:2]1.[N+:15]([O-])([OH:17])=[O:16]. Product: [CH:1]1([N:7]2[C:11](=[O:12])[C:10]([N+:15]([O-:17])=[O:16])=[C:9]([CH3:13])[N:8]2[CH3:14])[CH2:2][CH2:3][CH2:4][CH2:5][CH2:6]1. (7) Reactant: [S:1]1[C:5]([C:6]2[C:7]([O:27][CH3:28])=[CH:8][C:9]([O:25][CH3:26])=[C:10](/[CH:12]=[CH:13]/[C:14]([C:16]3[CH:24]=[CH:23][C:19]([C:20]([OH:22])=[O:21])=[CH:18][CH:17]=3)=[O:15])[CH:11]=2)=[CH:4][C:3]2[CH:29]=[CH:30][CH:31]=[CH:32][C:2]1=2. Product: [S:1]1[C:5]([C:6]2[C:7]([O:27][CH3:28])=[CH:8][C:9]([O:25][CH3:26])=[C:10](/[CH:12]=[CH:13]\[C:14]([C:16]3[CH:24]=[CH:23][C:19]([C:20]([OH:22])=[O:21])=[CH:18][CH:17]=3)=[O:15])[CH:11]=2)=[CH:4][C:3]2[CH:29]=[CH:30][CH:31]=[CH:32][C:2]1=2. The catalyst class is: 13. (8) Reactant: CO[C:3](OC)([N:5]([CH3:7])[CH3:6])[CH3:4].[C:10]([O:14][C:15](=[O:22])[NH:16][CH2:17][CH2:18][C:19](=[S:21])[NH2:20])([CH3:13])([CH3:12])[CH3:11]. Product: [C:10]([O:14][C:15](=[O:22])[NH:16][CH2:17][CH2:18][C:19](=[S:21])[N:20]=[C:3]([N:5]([CH3:7])[CH3:6])[CH3:4])([CH3:13])([CH3:11])[CH3:12]. The catalyst class is: 2.